From a dataset of Reaction yield outcomes from USPTO patents with 853,638 reactions. Predict the reaction yield, written as a fraction of the theoretical maximum amount of product (1.0 means a 100% yield; for example, 0.34 means a 34% yield). (1) The reactants are Br[C:2]1[CH:13]=[CH:12][C:5]([O:6][SiH2]C(C)(C)C)=[CH:4][CH:3]=1.CCCCC.[Li]C(C)(C)C.[CH3:24][C:25]1[CH:30]=[CH:29][CH:28]=[C:27]([CH:31]=O)[N:26]=1.C([SiH](CC)CC)C.C(O)(C(F)(F)F)=O. The catalyst is C1COCC1.C(Cl)Cl. The product is [CH3:24][C:25]1[N:26]=[C:27]([CH2:31][C:2]2[CH:3]=[CH:4][C:5]([OH:6])=[CH:12][CH:13]=2)[CH:28]=[CH:29][CH:30]=1. The yield is 0.270. (2) The reactants are [O:1]1[CH2:5][CH2:4][O:3][CH:2]1[C:6]1[S:7][C:8]([CH2:11][OH:12])=[CH:9][N:10]=1.Br[CH2:14][CH2:15][O:16][CH3:17].O1CCCC1.[H-].[Na+]. The catalyst is O.CN(C)C(=O)C. The product is [O:3]1[CH2:4][CH2:5][O:1][CH:2]1[C:6]1[S:7][C:8]([CH2:11][O:12][CH2:14][CH2:15][O:16][CH3:17])=[CH:9][N:10]=1. The yield is 0.290. (3) The reactants are [CH3:1][C:2]1([C:11]#[C:12][Si](C)(C)C)[CH2:10][C:6]2[CH:7]=[N:8][O:9][C:5]=2[CH:4]=[CH:3]1.C[O-].[Na+]. The catalyst is CCOCC.CO.C(Cl)Cl.CCOCC. The product is [C:11]([C:2]1([CH3:1])[CH2:10][CH:6]([C:7]#[N:8])[C:5](=[O:9])[CH:4]=[CH:3]1)#[CH:12]. The yield is 1.00. (4) The reactants are [CH:1]([C:4]1[C:9]([C:10]([F:13])([F:12])[F:11])=[C:8]([S:14][C:15]2[CH:20]=[CH:19][CH:18]=[CH:17][CH:16]=2)[CH:7]=[CH:6][C:5]=1[C:21]1[CH:26]=[CH:25][N+:24]([O-])=[CH:23][CH:22]=1)([CH3:3])[CH3:2]. The catalyst is O=P(Cl)(Cl)Cl. The product is [CH:1]([C:4]1[C:9]([C:10]([F:13])([F:11])[F:12])=[C:8]([S:14][C:15]2[CH:20]=[CH:19][CH:18]=[CH:17][CH:16]=2)[CH:7]=[CH:6][C:5]=1[C:21]1[CH:26]=[CH:25][N:24]=[CH:23][CH:22]=1)([CH3:3])[CH3:2]. The yield is 0.820. (5) The reactants are [Cl:1][C:2]1[CH:7]=[CH:6][C:5]([N+:8]([O-])=O)=[CH:4][C:3]=1[C@:11]1([CH3:20])[C:16]([F:18])([F:17])[CH2:15][O:14][C:13]([NH2:19])=[N:12]1. The catalyst is O1CCCC1.[Ni]. The product is [NH2:8][C:5]1[CH:6]=[CH:7][C:2]([Cl:1])=[C:3]([C@:11]2([CH3:20])[C:16]([F:17])([F:18])[CH2:15][O:14][C:13]([NH2:19])=[N:12]2)[CH:4]=1. The yield is 0.930. (6) The reactants are Br[C:2]1[CH:7]=[CH:6][C:5]([CH:8]([NH:12][C:13]([C:15]2[S:16][C:17]([C:20]([CH3:23])([CH3:22])[CH3:21])=[CH:18][CH:19]=2)=[O:14])[C:9]([O-:11])=[O:10])=[CH:4][CH:3]=1.[CH3:24]C([O-])=O.[K+].[CH3:29][C:30]1([CH3:46])[C:34]([CH3:36])([CH3:35])[O:33][B:32]([B:32]2[O:33][C:34]([CH3:36])([CH3:35])[C:30]([CH3:46])([CH3:29])[O:31]2)[O:31]1. The catalyst is CS(C)=O. The product is [C:20]([C:17]1[S:16][C:15]([C:13]([NH:12][CH:8]([C:5]2[CH:6]=[CH:7][C:2]([B:32]3[O:33][C:34]([CH3:36])([CH3:35])[C:30]([CH3:46])([CH3:29])[O:31]3)=[CH:3][CH:4]=2)[C:9]([O:11][CH3:24])=[O:10])=[O:14])=[CH:19][CH:18]=1)([CH3:23])([CH3:22])[CH3:21]. The yield is 0.410. (7) The reactants are [CH3:1][C:2]1[CH:11]=[CH:10][CH:9]=[CH:8][C:3]=1[CH:4]=[CH:5][CH:6]=O.[NH2:12][NH:13][C:14]([NH2:16])=[S:15]. No catalyst specified. The product is [CH3:1][C:2]1[CH:11]=[CH:10][CH:9]=[CH:8][C:3]=1[CH:4]=[CH:5][CH:6]=[N:12][NH:13][C:14]([NH2:16])=[S:15]. The yield is 0.420.